From a dataset of Full USPTO retrosynthesis dataset with 1.9M reactions from patents (1976-2016). Predict the reactants needed to synthesize the given product. (1) The reactants are: [CH:1]1([C:4]2[C:5]([O:15][C@@H:16]3[CH2:21][CH2:20][CH2:19][NH:18][CH2:17]3)=[CH:6][C:7]([F:14])=[C:8]([CH:13]=2)[C:9]([O:11][CH3:12])=[O:10])[CH2:3][CH2:2]1.C(N(CC)CC)C.[Cl:29][C:30]1[CH:31]=[C:32]([CH:35]=[C:36]([Cl:38])[CH:37]=1)[CH2:33]Cl.[O:39]1CCCC1. Given the product [CH:1]1([C:4]2[C:5]([O:15][C@@H:16]3[CH2:21][CH2:20][CH2:19][N:18]([C:33](=[O:39])[C:32]4[CH:31]=[C:30]([Cl:29])[CH:37]=[C:36]([Cl:38])[CH:35]=4)[CH2:17]3)=[CH:6][C:7]([F:14])=[C:8]([CH:13]=2)[C:9]([O:11][CH3:12])=[O:10])[CH2:2][CH2:3]1, predict the reactants needed to synthesize it. (2) Given the product [OH:16][CH:17]([C:19]1[CH:24]=[CH:23][C:22]([N:25]2[C:30](=[O:31])[C:29]([CH2:32][C:33]3[CH:34]=[CH:35][C:36]([C:39]4[CH:44]=[CH:43][CH:42]=[CH:41][C:40]=4[C:45]4[NH:46][C:4](=[O:7])[O:5][N:3]=4)=[CH:37][CH:38]=3)=[C:28]([CH2:47][CH2:48][CH3:49])[N:27]3[N:50]=[CH:51][N:52]=[C:26]23)=[CH:21][CH:20]=1)[CH3:18], predict the reactants needed to synthesize it. The reactants are: [Cl-].O[NH3+:3].[C:4](=[O:7])([O-])[OH:5].[Na+].[Si]([O:16][CH:17]([C:19]1[CH:24]=[CH:23][C:22]([N:25]2[C:30](=[O:31])[C:29]([CH2:32][C:33]3[CH:38]=[CH:37][C:36]([C:39]4[C:40]([C:45]#[N:46])=[CH:41][CH:42]=[CH:43][CH:44]=4)=[CH:35][CH:34]=3)=[C:28]([CH2:47][CH2:48][CH3:49])[N:27]3[N:50]=[CH:51][N:52]=[C:26]23)=[CH:21][CH:20]=1)[CH3:18])(C(C)(C)C)(C)C. (3) Given the product [Cl:1][C:2]1[C:3]([N:14]2[CH2:13][C@H:12]([CH3:11])[O:17][C@H:16]([CH3:18])[CH2:15]2)=[C:4]([CH:7]=[CH:8][N:9]=1)[CH:5]=[O:6], predict the reactants needed to synthesize it. The reactants are: [Cl:1][C:2]1[C:3](F)=[C:4]([CH:7]=[CH:8][N:9]=1)[CH:5]=[O:6].[CH3:11][C@H:12]1[O:17][C@@H:16]([CH3:18])[CH2:15][NH:14][CH2:13]1. (4) The reactants are: Br.Br[CH2:3][C:4]([C:6]1[C:15]2[C:10](=[CH:11][CH:12]=[CH:13][CH:14]=2)[N:9]=[CH:8][CH:7]=1)=O.[CH3:16][C:17]1[CH:18]=[C:19]([NH:23][C:24]([NH2:26])=[S:25])[CH:20]=[CH:21][CH:22]=1.N. Given the product [CH3:16][C:17]1[CH:18]=[C:19]([NH:23][C:24]2[S:25][CH:3]=[C:4]([C:6]3[C:15]4[C:10](=[CH:11][CH:12]=[CH:13][CH:14]=4)[N:9]=[CH:8][CH:7]=3)[N:26]=2)[CH:20]=[CH:21][CH:22]=1, predict the reactants needed to synthesize it. (5) The reactants are: Br[C:2]1[C:15](=[O:16])[N:14]([CH:17]([CH3:19])[CH3:18])[C:5]2[N:6]=[C:7]([NH:11][CH2:12][CH3:13])[N:8]=[C:9]([CH3:10])[C:4]=2[CH:3]=1.[S:20]1[CH:24]=[CH:23][CH:22]=[C:21]1B(O)O.C(N(CC)CC)C.COCCOC. Given the product [CH2:12]([NH:11][C:7]1[N:8]=[C:9]([CH3:10])[C:4]2[CH:3]=[C:2]([C:21]3[S:20][CH:24]=[CH:23][CH:22]=3)[C:15](=[O:16])[N:14]([CH:17]([CH3:19])[CH3:18])[C:5]=2[N:6]=1)[CH3:13], predict the reactants needed to synthesize it. (6) The reactants are: [OH:1][C:2]1[CH:10]=[C:9]2[C:5]([CH:6]=[CH:7][NH:8]2)=[CH:4][CH:3]=1.[Si:11](Cl)([C:14]([CH3:17])([CH3:16])[CH3:15])([CH3:13])[CH3:12].N1C=CN=C1.CN(C)C=O. Given the product [O:1]([C:2]1[CH:10]=[C:9]2[C:5]([CH:6]=[CH:7][NH:8]2)=[CH:4][CH:3]=1)[Si:11]([C:14]([CH3:17])([CH3:16])[CH3:15])([CH3:13])[CH3:12], predict the reactants needed to synthesize it.